From a dataset of Forward reaction prediction with 1.9M reactions from USPTO patents (1976-2016). Predict the product of the given reaction. (1) Given the reactants [Br:1][C:2]1[CH:7]=[CH:6][C:5]([Cl:8])=[CH:4][C:3]=1[C:9](=[O:11])[CH3:10].[CH2:12](O)[CH2:13][OH:14].CC1C=CC(S(O)(=O)=O)=CC=1.C([O-])([O-])=O.[K+].[K+], predict the reaction product. The product is: [Br:1][C:2]1[CH:7]=[CH:6][C:5]([Cl:8])=[CH:4][C:3]=1[C:9]1([CH3:10])[O:14][CH2:13][CH2:12][O:11]1. (2) Given the reactants [CH3:1][Si:2]([CH3:28])([CH3:27])[CH2:3][CH2:4][O:5][CH2:6][N:7]1[C:16]2[C:15]3[CH:17]=[CH:18][CH:19]=[CH:20][C:14]=3[O:13][C:12]3[CH:21]=[CH:22][CH:23]=[CH:24][C:11]=3[C:10]=2[CH:9]=[C:8]1[CH2:25][OH:26].Cl.[CH3:30][N:31]([CH3:36])[CH2:32][CH2:33][CH2:34]Cl, predict the reaction product. The product is: [CH3:30][N:31]([CH3:36])[CH2:32][CH2:33][CH2:34][O:26][CH2:25][C:8]1[N:7]([CH2:6][O:5][CH2:4][CH2:3][Si:2]([CH3:28])([CH3:27])[CH3:1])[C:16]2[C:15]3[CH:17]=[CH:18][CH:19]=[CH:20][C:14]=3[O:13][C:12]3[CH:21]=[CH:22][CH:23]=[CH:24][C:11]=3[C:10]=2[CH:9]=1. (3) Given the reactants Br[C:2]1[CH:3]=[C:4]([N+:18]([O-:20])=[O:19])[C:5]([C:8]2[CH:13]=[CH:12][C:11]([O:14][CH2:15][O:16][CH3:17])=[CH:10][CH:9]=2)=[N:6][CH:7]=1.[F:21][C:22]1[CH:27]=[CH:26][C:25](B2OC(C)(C)C(C)(C)O2)=[CH:24][N:23]=1.C([O-])([O-])=O.[Na+].[Na+].O1CCOCC1, predict the reaction product. The product is: [F:21][C:22]1[N:23]=[CH:24][C:25]([C:2]2[CH:7]=[N:6][C:5]([C:8]3[CH:13]=[CH:12][C:11]([O:14][CH2:15][O:16][CH3:17])=[CH:10][CH:9]=3)=[C:4]([N+:18]([O-:20])=[O:19])[CH:3]=2)=[CH:26][CH:27]=1.